Task: Predict the reactants needed to synthesize the given product.. Dataset: Full USPTO retrosynthesis dataset with 1.9M reactions from patents (1976-2016) (1) Given the product [F:1][C:2]1[CH:8]=[C:7]([O:9][CH2:10][O:11][CH2:12][CH2:13][Si:14]([CH3:17])([CH3:16])[CH3:15])[CH:6]=[CH:5][C:3]=1[NH:4][C:24]1[C:25]([NH2:30])=[CH:26][CH:27]=[CH:28][CH:29]=1, predict the reactants needed to synthesize it. The reactants are: [F:1][C:2]1[CH:8]=[C:7]([O:9][CH2:10][O:11][CH2:12][CH2:13][Si:14]([CH3:17])([CH3:16])[CH3:15])[CH:6]=[CH:5][C:3]=1[NH2:4].C([Li])CCC.F[C:24]1[CH:29]=[CH:28][CH:27]=[CH:26][C:25]=1[N+:30]([O-])=O. (2) Given the product [Br:1][C:2]1[CH:3]=[C:4]2[C:8](=[CH:9][CH:10]=1)[N:7]([CH2:18][C:19]#[N:20])[N:6]=[C:5]2[CH:11]1[CH2:14][CH2:13][CH2:12]1, predict the reactants needed to synthesize it. The reactants are: [Br:1][C:2]1[CH:3]=[C:4]2[C:8](=[CH:9][CH:10]=1)[NH:7][N:6]=[C:5]2[CH:11]1[CH2:14][CH2:13][CH2:12]1.[H-].[Na+].Cl[CH2:18][C:19]#[N:20].